This data is from Catalyst prediction with 721,799 reactions and 888 catalyst types from USPTO. The task is: Predict which catalyst facilitates the given reaction. (1) Reactant: [Cl:1][C:2]1[CH:3]=[C:4]([CH:14]=[CH:15][CH:16]=1)[CH2:5][O:6][C:7]1[CH:8]=[C:9]([CH:11]=[CH:12][CH:13]=1)[NH2:10].O.C1COCC1.[Cl:23][C:24]1[CH:25]=[C:26](/[CH:30]=[CH:31]/[S:32](Cl)(=[O:34])=[O:33])[CH:27]=[CH:28][CH:29]=1.C([O-])([O-])=O.[Na+].[Na+]. Product: [Cl:1][C:2]1[CH:3]=[C:4]([CH:14]=[CH:15][CH:16]=1)[CH2:5][O:6][C:7]1[CH:8]=[C:9]([NH:10][S:32](/[CH:31]=[CH:30]/[C:26]2[CH:27]=[CH:28][CH:29]=[C:24]([Cl:23])[CH:25]=2)(=[O:33])=[O:34])[CH:11]=[CH:12][CH:13]=1. The catalyst class is: 6. (2) Reactant: [CH3:1][C@@H:2]1[CH2:4][O:3]1.[CH3:5][NH:6][CH2:7][CH:8]=[CH2:9].FC(F)(F)S([O-])(=O)=O.[Yb+3].FC(F)(F)S([O-])(=O)=O.FC(F)(F)S([O-])(=O)=O. Product: [CH2:7]([N:6]([CH3:5])[CH2:4][C@H:2]([OH:3])[CH3:1])[CH:8]=[CH2:9]. The catalyst class is: 12. (3) Reactant: [NH2:1][C:2]1[CH:7]=[CH:6][CH:5]=[CH:4][C:3]=1[OH:8].C(=O)(O)[O-].[Na+].C(#N)C.[Cl:17][CH2:18][C:19](Cl)=[O:20]. Product: [Cl:17][CH2:18][C:19]([NH:1][C:2]1[CH:7]=[CH:6][CH:5]=[CH:4][C:3]=1[OH:8])=[O:20]. The catalyst class is: 24. (4) Reactant: [Si]([O:18][CH2:19][CH2:20][C:21]1[N:25]=[C:24]([C:26]2[C:27]([CH3:33])=[N:28][C:29]([Cl:32])=[CH:30][CH:31]=2)[O:23][N:22]=1)(C(C)(C)C)(C1C=CC=CC=1)C1C=CC=CC=1.[F-].C([N+](CCCC)(CCCC)CCCC)CCC. Product: [Cl:32][C:29]1[N:28]=[C:27]([CH3:33])[C:26]([C:24]2[O:23][N:22]=[C:21]([CH2:20][CH2:19][OH:18])[N:25]=2)=[CH:31][CH:30]=1. The catalyst class is: 7.